Dataset: Full USPTO retrosynthesis dataset with 1.9M reactions from patents (1976-2016). Task: Predict the reactants needed to synthesize the given product. Given the product [Br:1][C:2]1[CH:3]=[C:4]([CH:8]=[C:9]([S:13]([Cl:12])(=[O:15])=[O:14])[C:10]=1[F:11])[C:5]([OH:7])=[O:6], predict the reactants needed to synthesize it. The reactants are: [Br:1][C:2]1[CH:3]=[C:4]([CH:8]=[CH:9][C:10]=1[F:11])[C:5]([OH:7])=[O:6].[Cl:12][S:13](O)(=[O:15])=[O:14].